From a dataset of Full USPTO retrosynthesis dataset with 1.9M reactions from patents (1976-2016). Predict the reactants needed to synthesize the given product. Given the product [CH3:1][C:2]1[CH:7]=[CH:6][C:5]([S:8]([C:11]2[CH:16]=[CH:15][CH:14]=[CH:13][CH:12]=2)(=[O:10])=[O:9])=[CH:4][C:3]=1[S:17]([NH:20][CH:21]1[CH2:26][CH2:25][N:24]([S:39]([C:33]2[CH:38]=[CH:37][CH:36]=[CH:35][CH:34]=2)(=[O:41])=[O:40])[CH2:23][CH2:22]1)(=[O:18])=[O:19], predict the reactants needed to synthesize it. The reactants are: [CH3:1][C:2]1[CH:7]=[CH:6][C:5]([S:8]([C:11]2[CH:16]=[CH:15][CH:14]=[CH:13][CH:12]=2)(=[O:10])=[O:9])=[CH:4][C:3]=1[S:17]([NH:20][CH:21]1[CH2:26][CH2:25][NH:24][CH2:23][CH2:22]1)(=[O:19])=[O:18].N1C=CC=CC=1.[C:33]1([S:39](Cl)(=[O:41])=[O:40])[CH:38]=[CH:37][CH:36]=[CH:35][CH:34]=1.